From a dataset of Forward reaction prediction with 1.9M reactions from USPTO patents (1976-2016). Predict the product of the given reaction. Given the reactants [CH2:1]([N:5]([S:32]([C:35]1[CH:40]=[CH:39][C:38]([CH3:41])=[CH:37][CH:36]=1)(=[O:34])=[O:33])[C@H:6]([C:29]([OH:31])=[O:30])[CH2:7][CH2:8][CH2:9][CH2:10][NH:11][C:12](OCC1C2C=CC=CC=2C2C1=CC=CC=2)=[O:13])[CH:2]([CH3:4])[CH3:3].[CH3:42][C:43]1[CH:48]=[CH:47][C:46]([S:49]([NH:52][C@H:53](C(O)=O)[CH2:54][OH:55])(=[O:51])=[O:50])=[CH:45][CH:44]=1, predict the reaction product. The product is: [CH3:42][C:43]1[CH:48]=[CH:47][C:46]([S:49]([NH:52][C@H:53]([C:12]([NH:11][CH2:10][CH2:9][CH2:8][CH2:7][C@H:6]([N:5]([S:32]([C:35]2[CH:40]=[CH:39][C:38]([CH3:41])=[CH:37][CH:36]=2)(=[O:34])=[O:33])[CH2:1][CH:2]([CH3:4])[CH3:3])[C:29]([OH:31])=[O:30])=[O:13])[CH2:54][OH:55])(=[O:51])=[O:50])=[CH:45][CH:44]=1.